Dataset: Reaction yield outcomes from USPTO patents with 853,638 reactions. Task: Predict the reaction yield, written as a fraction of the theoretical maximum amount of product (1.0 means a 100% yield; for example, 0.34 means a 34% yield). (1) The reactants are [F:1][C:2]1[CH:7]=[C:6]([N+:8]([O-:10])=[O:9])[CH:5]=[CH:4][C:3]=1[CH2:11][C:12](O)=[O:13].S(C)C. The product is [F:1][C:2]1[CH:7]=[C:6]([N+:8]([O-:10])=[O:9])[CH:5]=[CH:4][C:3]=1[CH2:11][CH2:12][OH:13]. The catalyst is O1CCCC1. The yield is 0.950. (2) The reactants are C([N:4]([CH2:11][CH2:12][CH2:13][CH2:14][CH2:15][CH2:16][CH2:17][CH3:18])[C:5]1[CH:10]=[CH:9][CH:8]=[CH:7][CH:6]=1)(=O)C.Cl.[OH-].[K+]. The catalyst is O. The product is [CH2:11]([NH:4][C:5]1[CH:6]=[CH:7][CH:8]=[CH:9][CH:10]=1)[CH2:12][CH2:13][CH2:14][CH2:15][CH2:16][CH2:17][CH3:18]. The yield is 0.990. (3) The reactants are [CH2:1]([NH:3][C:4]1[CH:9]=[CH:8][C:7]([F:10])=[CH:6][CH:5]=1)[CH3:2].Cl[CH2:12][C:13]1[N:14]=[C:15]2[S:22][CH:21]=[C:20]([CH:23]3[CH2:25][C:24]3([CH2:28][OH:29])[C:26]#[N:27])[N:16]2[C:17](=[O:19])[CH:18]=1. The catalyst is C(#N)C. The product is [CH2:1]([N:3]([CH2:12][C:13]1[N:14]=[C:15]2[S:22][CH:21]=[C:20]([CH:23]3[CH2:25][C:24]3([CH2:28][OH:29])[C:26]#[N:27])[N:16]2[C:17](=[O:19])[CH:18]=1)[C:4]1[CH:9]=[CH:8][C:7]([F:10])=[CH:6][CH:5]=1)[CH3:2]. The yield is 0.470.